The task is: Predict the reactants needed to synthesize the given product.. This data is from Retrosynthesis with 50K atom-mapped reactions and 10 reaction types from USPTO. (1) Given the product COc1cc2c(Nc3cc(OC)c(OC)c(OC)c3)c(C#N)cnc2cc1F, predict the reactants needed to synthesize it. The reactants are: COc1cc(N)cc(OC)c1OC.COc1cc2c(Cl)c(C#N)cnc2cc1F. (2) Given the product CCCC(O)c1cc(C(C)(C)C)cc(C(C)(C)C)c1, predict the reactants needed to synthesize it. The reactants are: CC(C)(C)c1cc(C=O)cc(C(C)(C)C)c1.CCC[Mg+]. (3) Given the product COC(=O)Cc1ccc(Cc2nc(-c3cccc(Cl)c3)nc3c2S(=O)(=O)CCC3)cc1, predict the reactants needed to synthesize it. The reactants are: COC(=O)Cc1ccc(CB2OC(C)(C)C(C)(C)O2)cc1.O=S1(=O)CCCc2nc(-c3cccc(Cl)c3)nc(OS(=O)(=O)C(F)(F)F)c21. (4) Given the product CC1=C(C(=O)Nc2ccc3[nH]nc(Cl)c3c2)C(c2ccc(Cl)c(O)c2)CC(=O)N1, predict the reactants needed to synthesize it. The reactants are: COc1cc(C2CC(=O)NC(C)=C2C(=O)Nc2ccc3[nH]nc(Cl)c3c2)ccc1Cl. (5) The reactants are: NC1=NCCCN1.O=C=Nc1c(Cl)cccc1Cl. Given the product O=C(NC1=NCCCN1)Nc1c(Cl)cccc1Cl, predict the reactants needed to synthesize it.